Dataset: Full USPTO retrosynthesis dataset with 1.9M reactions from patents (1976-2016). Task: Predict the reactants needed to synthesize the given product. (1) Given the product [CH3:41][C@@H:39]1[CH2:40][N:35]([C:21]2[C:20]([CH2:19][OH:18])=[CH:33][C:24]3[C:25]([C:28]([O:30][CH2:31][CH3:32])=[O:29])=[N:26][O:27][C:23]=3[C:22]=2[F:34])[CH2:36][C@H:37]([CH3:42])[O:38]1, predict the reactants needed to synthesize it. The reactants are: [Si]([O:18][CH2:19][C:20]1[C:21]([N:35]2[CH2:40][C@H:39]([CH3:41])[O:38][C@H:37]([CH3:42])[CH2:36]2)=[C:22]([F:34])[C:23]2[O:27][N:26]=[C:25]([C:28]([O:30][CH2:31][CH3:32])=[O:29])[C:24]=2[CH:33]=1)(C(C)(C)C)(C1C=CC=CC=1)C1C=CC=CC=1.C(O)(=O)C.CCCC[N+](CCCC)(CCCC)CCCC.[F-]. (2) The reactants are: [C:1]([C:9]1[CH:17]=[CH:16][C:12]([C:13]([OH:15])=[O:14])=[CH:11][CH:10]=1)(=[O:8])[C:2]1[CH:7]=[CH:6][CH:5]=[CH:4][CH:3]=1.[C:18]1(C)C=CC=C[CH:19]=1.C1(C)C=CC(S(O)(=O)=O)=CC=1. Given the product [C:1]([C:9]1[CH:10]=[CH:11][C:12]([C:13]([O:15][CH2:18][CH3:19])=[O:14])=[CH:16][CH:17]=1)(=[O:8])[C:2]1[CH:3]=[CH:4][CH:5]=[CH:6][CH:7]=1, predict the reactants needed to synthesize it.